This data is from Reaction yield outcomes from USPTO patents with 853,638 reactions. The task is: Predict the reaction yield, written as a fraction of the theoretical maximum amount of product (1.0 means a 100% yield; for example, 0.34 means a 34% yield). (1) The reactants are [Cl-].O[NH3+:3].[C:4](=[O:7])([O-])[OH:5].[Na+].CS(C)=O.[CH3:13][C:14]1([CH3:52])[CH2:18][O:17][C:16]2([CH2:23][CH2:22][CH:21]([N:24]3[C:29](=[O:30])[C:28]([CH2:31][C:32]4[CH:37]=[CH:36][C:35]([C:38]5[C:39]([C:44]#[N:45])=[CH:40][CH:41]=[CH:42][CH:43]=5)=[CH:34][CH:33]=4)=[C:27]([CH2:46][CH2:47][CH3:48])[N:26]4[N:49]=[CH:50][N:51]=[C:25]34)[CH2:20][CH2:19]2)[O:15]1. The catalyst is C(OCC)(=O)C. The product is [CH3:52][C:14]1([CH3:13])[CH2:18][O:17][C:16]2([CH2:19][CH2:20][CH:21]([N:24]3[C:29](=[O:30])[C:28]([CH2:31][C:32]4[CH:37]=[CH:36][C:35]([C:38]5[CH:43]=[CH:42][CH:41]=[CH:40][C:39]=5[C:44]5[NH:3][C:4](=[O:7])[O:5][N:45]=5)=[CH:34][CH:33]=4)=[C:27]([CH2:46][CH2:47][CH3:48])[N:26]4[N:49]=[CH:50][N:51]=[C:25]34)[CH2:22][CH2:23]2)[O:15]1. The yield is 0.470. (2) The yield is 0.110. The reactants are [C:1]1([C:7](=[C:19]2[CH2:24][C:23]([CH3:26])([CH3:25])[CH2:22][C:21]([CH3:28])([CH3:27])[CH2:20]2)[C:8]2[CH:13]=[CH:12][C:11]([O:14][CH2:15][C:16](O)=[O:17])=[CH:10][CH:9]=2)[CH:6]=[CH:5][CH:4]=[CH:3][CH:2]=1.C(Cl)Cl.C(Cl)(=O)C(Cl)=O.[NH4+:38].[OH-]. The catalyst is O. The product is [C:1]1([C:7](=[C:19]2[CH2:24][C:23]([CH3:26])([CH3:25])[CH2:22][C:21]([CH3:28])([CH3:27])[CH2:20]2)[C:8]2[CH:13]=[CH:12][C:11]([O:14][CH2:15][C:16]([NH2:38])=[O:17])=[CH:10][CH:9]=2)[CH:6]=[CH:5][CH:4]=[CH:3][CH:2]=1. (3) The reactants are [O:1]=[C:2]([C:7]1[CH:12]=[CH:11][CH:10]=[CH:9][CH:8]=1)[C:3]([O:5][CH3:6])=[O:4].[CH2:13]([O:20][C:21]1[CH:26]=[CH:25][C:24]([Mg]Br)=[CH:23][CH:22]=1)[C:14]1[CH:19]=[CH:18][CH:17]=[CH:16][CH:15]=1. The catalyst is C1COCC1. The product is [CH2:13]([O:20][C:21]1[CH:26]=[CH:25][C:24]([C:2]([OH:1])([C:7]2[CH:8]=[CH:9][CH:10]=[CH:11][CH:12]=2)[C:3]([O:5][CH3:6])=[O:4])=[CH:23][CH:22]=1)[C:14]1[CH:19]=[CH:18][CH:17]=[CH:16][CH:15]=1. The yield is 0.474.